Dataset: Reaction yield outcomes from USPTO patents with 853,638 reactions. Task: Predict the reaction yield, written as a fraction of the theoretical maximum amount of product (1.0 means a 100% yield; for example, 0.34 means a 34% yield). (1) The reactants are Br[C:2]1[CH:3]=[C:4]([S:9]([N:12]2[CH2:17][CH2:16][O:15][CH2:14][CH2:13]2)(=[O:11])=[O:10])[C:5]([NH2:8])=[N:6][CH:7]=1.[N:18]1[CH:23]=[CH:22][C:21]([C:24]2[C:33]3[C:28](=[CH:29][CH:30]=[C:31](B4OC(C)(C)C(C)(C)O4)[CH:32]=3)[N:27]=[CH:26][CH:25]=2)=[CH:20][CH:19]=1.ClCCl.C([O-])([O-])=O.[K+].[K+]. The catalyst is C1C=CC(P(C2C=CC=CC=2)[C-]2C=CC=C2)=CC=1.C1C=CC(P(C2C=CC=CC=2)[C-]2C=CC=C2)=CC=1.Cl[Pd]Cl.[Fe+2].O1CCOCC1. The product is [N:12]1([S:9]([C:4]2[C:5]([NH2:8])=[N:6][CH:7]=[C:2]([C:31]3[CH:32]=[C:33]4[C:28](=[CH:29][CH:30]=3)[N:27]=[CH:26][CH:25]=[C:24]4[C:21]3[CH:22]=[CH:23][N:18]=[CH:19][CH:20]=3)[CH:3]=2)(=[O:11])=[O:10])[CH2:17][CH2:16][O:15][CH2:14][CH2:13]1. The yield is 0.370. (2) The reactants are [CH:1]1([CH:7]([NH:26][C:27]2[CH:32]=[CH:31][C:30]([C:33]([NH:35][CH2:36][CH2:37][C:38]([O:40]CC)=[O:39])=[O:34])=[CH:29][CH:28]=2)[C:8]2[O:9][C:10]3[CH:17]=[CH:16][C:15]([O:18][CH2:19][CH2:20][CH2:21][S:22]([CH3:25])(=[O:24])=[O:23])=[CH:14][C:11]=3[C:12]=2[CH3:13])[CH2:6][CH2:5][CH2:4][CH2:3][CH2:2]1.[OH-].[Na+]. The catalyst is C(O)C. The product is [CH:1]1([CH:7]([NH:26][C:27]2[CH:32]=[CH:31][C:30]([C:33]([NH:35][CH2:36][CH2:37][C:38]([OH:40])=[O:39])=[O:34])=[CH:29][CH:28]=2)[C:8]2[O:9][C:10]3[CH:17]=[CH:16][C:15]([O:18][CH2:19][CH2:20][CH2:21][S:22]([CH3:25])(=[O:23])=[O:24])=[CH:14][C:11]=3[C:12]=2[CH3:13])[CH2:2][CH2:3][CH2:4][CH2:5][CH2:6]1. The yield is 0.800. (3) The catalyst is O1CCCC1.O. The product is [C:44]1([C:51]2[CH:52]=[CH:53][CH:54]=[CH:55][CH:56]=2)[CH:49]=[CH:48][CH:47]=[C:46]([NH:50][C:32]([NH:21][C:20]2[CH:22]=[CH:23][C:17]([C:5]3[C:6]([C:8]4[CH:13]=[CH:12][N:11]=[C:10]5[NH:14][CH:15]=[CH:16][C:9]=45)=[CH:7][N:3]([CH2:1][CH3:2])[N:4]=3)=[CH:18][CH:19]=2)=[O:33])[CH:45]=1. The yield is 0.450. The reactants are [CH2:1]([N:3]1[CH:7]=[C:6]([C:8]2[CH:13]=[CH:12][N:11]=[C:10]3[NH:14][CH:15]=[CH:16][C:9]=23)[C:5]([C:17]2[CH:23]=[CH:22][C:20]([NH2:21])=[CH:19][CH:18]=2)=[N:4]1)[CH3:2].C(N(CC)CC)C.Cl[C:32](OC1C=CC([N+]([O-])=O)=CC=1)=[O:33].[C:44]1([C:51]2[CH:56]=[CH:55][CH:54]=[CH:53][CH:52]=2)[CH:49]=[CH:48][CH:47]=[C:46]([NH2:50])[CH:45]=1. (4) The product is [Br:20][C:17]1[CH:18]=[CH:19][C:12]2[O:11][CH2:10][CH2:9][C:8]3[N:14]([N:15]=[C:6]([C:4]([NH2:21])=[O:3])[CH:7]=3)[C:13]=2[CH:16]=1. No catalyst specified. The reactants are C([O:3][C:4]([C:6]1[CH:7]=[C:8]2[N:14]([N:15]=1)[C:13]1[CH:16]=[C:17]([Br:20])[CH:18]=[CH:19][C:12]=1[O:11][CH2:10][CH2:9]2)=O)C.[NH3:21].CO. The yield is 0.800. (5) The reactants are [H-].[Na+].CN(C=O)C.[O:8]1[CH2:13][CH2:12][CH2:11][CH2:10][CH:9]1[N:14]1[CH:18]=[C:17]([C:19]2[N:24]=[C:23]3[CH:25]=[CH:26][NH:27][C:22]3=[CH:21][CH:20]=2)[CH:16]=[N:15]1.CC1C=CC(S(O[CH2:39][CH:40]2[CH2:44][C:43]([CH3:46])([CH3:45])[N:42]([CH2:47][C:48]3[CH:53]=[CH:52][CH:51]=[CH:50][CH:49]=3)[CH2:41]2)(=O)=O)=CC=1. The catalyst is O. The product is [CH2:47]([N:42]1[C:43]([CH3:46])([CH3:45])[CH2:44][CH:40]([CH2:39][N:27]2[C:22]3[C:23](=[N:24][C:19]([C:17]4[CH:16]=[N:15][N:14]([CH:9]5[CH2:10][CH2:11][CH2:12][CH2:13][O:8]5)[CH:18]=4)=[CH:20][CH:21]=3)[CH:25]=[CH:26]2)[CH2:41]1)[C:48]1[CH:53]=[CH:52][CH:51]=[CH:50][CH:49]=1. The yield is 0.960. (6) The reactants are [NH2:1][C:2]1[C:7]([F:8])=[C:6](Cl)[N:5]=[C:4]([C:10]([O:12][CH3:13])=[O:11])[C:3]=1[Cl:14].[Cl:15][C:16]1[CH:21]=[CH:20][C:19](B2OCCCO2)=[C:18]([F:28])[C:17]=1[O:29][CH3:30].[F-].[K+].C(#N)C. The catalyst is Cl[Pd](Cl)([P](C1C=CC=CC=1)(C1C=CC=CC=1)C1C=CC=CC=1)[P](C1C=CC=CC=1)(C1C=CC=CC=1)C1C=CC=CC=1.O. The product is [NH2:1][C:2]1[C:7]([F:8])=[C:6]([C:19]2[CH:20]=[CH:21][C:16]([Cl:15])=[C:17]([O:29][CH3:30])[C:18]=2[F:28])[N:5]=[C:4]([C:10]([O:12][CH3:13])=[O:11])[C:3]=1[Cl:14]. The yield is 0.760. (7) The reactants are [CH3:1][C@H:2]1[CH2:7][N:6]([C:8]2[CH:9]=[N:10][C:11]([NH:14][C:15]3[N:16]=[CH:17][C:18]4[CH:23]=[CH:22][N:21]([CH2:24][C:25]5[C:26]([N:31]([CH3:36])[S:32]([CH3:35])(=[O:34])=[O:33])=[N:27][CH:28]=[CH:29][CH:30]=5)[C:19]=4[N:20]=3)=[CH:12][CH:13]=2)[CH2:5][CH2:4][N:3]1C(OC(C)(C)C)=O.C(O)(C(F)(F)F)=O. The catalyst is C(Cl)Cl. The product is [CH3:36][N:31]([C:26]1[C:25]([CH2:24][N:21]2[C:19]3[N:20]=[C:15]([NH:14][C:11]4[CH:12]=[CH:13][C:8]([N:6]5[CH2:5][CH2:4][NH:3][C@@H:2]([CH3:1])[CH2:7]5)=[CH:9][N:10]=4)[N:16]=[CH:17][C:18]=3[CH:23]=[CH:22]2)=[CH:30][CH:29]=[CH:28][N:27]=1)[S:32]([CH3:35])(=[O:34])=[O:33]. The yield is 0.769. (8) The reactants are [Cl:1][C:2]1[CH:3]=[C:4]([CH:7]=[CH:8][C:9]=1[OH:10])[CH:5]=[O:6].Br[CH:12]([OH:15])[CH2:13][CH3:14].C(=O)([O-])[O-].[Cs+].[Cs+]. The catalyst is CN(C)C=O.O. The product is [Cl:1][C:2]1[CH:3]=[C:4]([CH:7]=[CH:8][C:9]=1[O:10][CH2:14][CH2:13][CH2:12][OH:15])[CH:5]=[O:6]. The yield is 0.469. (9) The reactants are [CH2:1]([O:8][C:9]1[CH:18]=[C:17]2[C:12]([C:13](Cl)=[CH:14][CH:15]=[N:16]2)=[CH:11][C:10]=1[O:20][CH3:21])[C:2]1[CH:7]=[CH:6][CH:5]=[CH:4][CH:3]=1.[F:22][C:23]1[CH:24]=[C:25]([NH:30][C:31](=[O:43])[C:32]([NH:34][CH2:35][CH2:36][C:37]2[CH:42]=[CH:41][CH:40]=[CH:39][CH:38]=2)=[O:33])[CH:26]=[CH:27][C:28]=1[OH:29]. The catalyst is CN(C1C=CN=CC=1)C.BrC1C=CC=CC=1. The product is [CH2:1]([O:8][C:9]1[CH:18]=[C:17]2[C:12]([C:13]([O:29][C:28]3[CH:27]=[CH:26][C:25]([NH:30][C:31](=[O:43])[C:32]([NH:34][CH2:35][CH2:36][C:37]4[CH:38]=[CH:39][CH:40]=[CH:41][CH:42]=4)=[O:33])=[CH:24][C:23]=3[F:22])=[CH:14][CH:15]=[N:16]2)=[CH:11][C:10]=1[O:20][CH3:21])[C:2]1[CH:7]=[CH:6][CH:5]=[CH:4][CH:3]=1. The yield is 0.610.